Task: Predict the reactants needed to synthesize the given product.. Dataset: Full USPTO retrosynthesis dataset with 1.9M reactions from patents (1976-2016) (1) Given the product [Cl:1][C:2]1[C:3]([CH2:30][N:32]2[CH2:37][CH2:36][CH2:35][C@H:34]([NH:38][C:39](=[O:45])[O:40][C:41]([CH3:42])([CH3:44])[CH3:43])[CH2:33]2)=[C:4]([C:26]([F:27])([F:28])[F:29])[CH:5]=[C:6]2[C:11]=1[N:10]=[CH:9][N:8]([CH2:12][C:13]1[CH:18]=[C:17]([Cl:19])[CH:16]=[CH:15][C:14]=1[S:20]([CH2:23][CH3:24])(=[O:22])=[O:21])[C:7]2=[O:25], predict the reactants needed to synthesize it. The reactants are: [Cl:1][C:2]1[C:3]([CH:30]=O)=[C:4]([C:26]([F:29])([F:28])[F:27])[CH:5]=[C:6]2[C:11]=1[N:10]=[CH:9][N:8]([CH2:12][C:13]1[CH:18]=[C:17]([Cl:19])[CH:16]=[CH:15][C:14]=1[S:20]([CH2:23][CH3:24])(=[O:22])=[O:21])[C:7]2=[O:25].[NH:32]1[CH2:37][CH2:36][CH2:35][C@H:34]([NH:38][C:39](=[O:45])[O:40][C:41]([CH3:44])([CH3:43])[CH3:42])[CH2:33]1. (2) Given the product [Cl:1][C:2]1[C:3]([CH3:22])=[N:4][CH:5]=[CH:6][C:7]=1[O:8][C@H:9]1[CH2:10][CH2:11][C@H:12]([CH:15]([CH3:21])[C:16]([OH:18])=[O:17])[CH2:13][CH2:14]1, predict the reactants needed to synthesize it. The reactants are: [Cl:1][C:2]1[C:3]([CH3:22])=[N:4][CH:5]=[CH:6][C:7]=1[O:8][C@H:9]1[CH2:14][CH2:13][C@H:12]([CH:15]([CH3:21])[C:16]([O:18]CC)=[O:17])[CH2:11][CH2:10]1.[OH-].[Li+].CO. (3) Given the product [C:8]([O-:11])(=[O:10])[CH3:9].[NH2:15][N+:6]([NH2:7])=[C:4]([NH2:5])[NH2:3].[Cl-:1].[Na+:12], predict the reactants needed to synthesize it. The reactants are: [ClH:1].N[NH:3][C:4]([NH:6][NH2:7])=[NH:5].[C:8]([O-:11])(=[O:10])[CH3:9].[Na+:12].C(#[N:15])C. (4) Given the product [O:34]=[C:33]1[N:19]([C:20]2[CH:25]=[CH:24][C:23]([N:26]3[CH2:31][CH2:30][O:29][CH2:28][C:27]3=[O:32])=[CH:22][CH:21]=2)[CH2:18][C@H:5]([CH2:6][N:7]2[C:15](=[O:16])[C:14]3[C:9](=[CH:10][CH:11]=[CH:12][CH:13]=3)[C:8]2=[O:17])[O:4]1, predict the reactants needed to synthesize it. The reactants are: ClCCl.[OH:4][C@H:5]([CH2:18][NH:19][C:20]1[CH:25]=[CH:24][C:23]([N:26]2[CH2:31][CH2:30][O:29][CH2:28][C:27]2=[O:32])=[CH:22][CH:21]=1)[CH2:6][N:7]1[C:15](=[O:16])[C:14]2[C:9](=[CH:10][CH:11]=[CH:12][CH:13]=2)[C:8]1=[O:17].[C:33](=O)([O-])[O-:34].[K+].[K+]. (5) Given the product [NH2:1][C:2]1[NH:6][N:5]=[C:4]([NH:7][C:8]2[CH:13]=[CH:12][CH:11]=[C:10]([Cl:14])[CH:9]=2)[C:3]=1[C:15]([NH2:16])=[O:18], predict the reactants needed to synthesize it. The reactants are: [NH2:1][C:2]1[NH:6][N:5]=[C:4]([NH:7][C:8]2[CH:13]=[CH:12][CH:11]=[C:10]([Cl:14])[CH:9]=2)[C:3]=1[C:15]#[N:16].C(=O)([O-])[O-:18].[K+].[K+].OO.